This data is from NCI-60 drug combinations with 297,098 pairs across 59 cell lines. The task is: Regression. Given two drug SMILES strings and cell line genomic features, predict the synergy score measuring deviation from expected non-interaction effect. (1) Drug 1: CCC1(CC2CC(C3=C(CCN(C2)C1)C4=CC=CC=C4N3)(C5=C(C=C6C(=C5)C78CCN9C7C(C=CC9)(C(C(C8N6C=O)(C(=O)OC)O)OC(=O)C)CC)OC)C(=O)OC)O.OS(=O)(=O)O. Drug 2: CCN(CC)CCCC(C)NC1=C2C=C(C=CC2=NC3=C1C=CC(=C3)Cl)OC. Cell line: CCRF-CEM. Synergy scores: CSS=25.2, Synergy_ZIP=-4.13, Synergy_Bliss=-8.42, Synergy_Loewe=-8.53, Synergy_HSA=-6.81. (2) Drug 1: CC1C(C(CC(O1)OC2CC(CC3=C2C(=C4C(=C3O)C(=O)C5=C(C4=O)C(=CC=C5)OC)O)(C(=O)C)O)N)O.Cl. Drug 2: C1=CN(C(=O)N=C1N)C2C(C(C(O2)CO)O)O.Cl. Cell line: UACC62. Synergy scores: CSS=20.4, Synergy_ZIP=-7.68, Synergy_Bliss=-1.04, Synergy_Loewe=0.872, Synergy_HSA=1.97. (3) Drug 1: CN1C(=O)N2C=NC(=C2N=N1)C(=O)N. Drug 2: C1=CN(C=N1)CC(O)(P(=O)(O)O)P(=O)(O)O. Cell line: SK-MEL-28. Synergy scores: CSS=-1.82, Synergy_ZIP=1.29, Synergy_Bliss=1.84, Synergy_Loewe=-3.03, Synergy_HSA=-1.08. (4) Drug 2: CS(=O)(=O)OCCCCOS(=O)(=O)C. Drug 1: C1=C(C(=O)NC(=O)N1)F. Cell line: SW-620. Synergy scores: CSS=46.0, Synergy_ZIP=-3.12, Synergy_Bliss=-2.26, Synergy_Loewe=-4.98, Synergy_HSA=-0.283.